This data is from Reaction yield outcomes from USPTO patents with 853,638 reactions. The task is: Predict the reaction yield, written as a fraction of the theoretical maximum amount of product (1.0 means a 100% yield; for example, 0.34 means a 34% yield). (1) The reactants are Br[C:2]1[CH:3]=[N:4][CH:5]=[CH:6][CH:7]=1.[CH3:8][CH:9]([OH:13])[CH2:10][CH:11]=[CH2:12].C(N(CC)CC)C.C(#N)C. The catalyst is O.C([O-])(=O)C.[Pd+2].C([O-])(=O)C.C1(C)C=CC=CC=1P(C1C=CC=CC=1C)C1C=CC=CC=1C. The product is [N:4]1[CH:5]=[CH:6][CH:7]=[C:2](/[CH:12]=[CH:11]/[CH2:10][CH:9]([OH:13])[CH3:8])[CH:3]=1. The yield is 0.810. (2) The reactants are B(Br)(Br)Br.[CH2:5]([C:9]1([C:14]2[CH:19]=[C:18]([O:20]C)[CH:17]=[C:16]([O:22]C)[CH:15]=2)[S:13][CH2:12][CH2:11][S:10]1)[CH2:6][CH2:7][CH3:8]. The catalyst is C(Cl)Cl. The product is [CH2:5]([C:9]1([C:14]2[CH:15]=[C:16]([OH:22])[CH:17]=[C:18]([OH:20])[CH:19]=2)[S:10][CH2:11][CH2:12][S:13]1)[CH2:6][CH2:7][CH3:8]. The yield is 0.741. (3) The reactants are [F:1][C:2]([F:14])([F:13])[C:3]1[CH:8]=[CH:7][C:6]([NH:9][C:10]([NH2:12])=[S:11])=[CH:5][CH:4]=1.Br[CH2:16][C:17]([C:19]1[CH:24]=[CH:23][C:22]([Cl:25])=[CH:21][CH:20]=1)=O.CCN(C(C)C)C(C)C. The catalyst is C(O)C. The product is [Cl:25][C:22]1[CH:23]=[CH:24][C:19]([C:17]2[N:12]=[C:10]([NH:9][C:6]3[CH:5]=[CH:4][C:3]([C:2]([F:1])([F:13])[F:14])=[CH:8][CH:7]=3)[S:11][CH:16]=2)=[CH:20][CH:21]=1. The yield is 0.930. (4) The reactants are Cl[CH2:2][C:3]1[CH:8]=[CH:7][C:6]([C:9]2[C:10]([NH:15][S:16]([C:19]3[CH:24]=[CH:23][CH:22]=[CH:21][C:20]=3[C:25]([F:28])([F:27])[F:26])(=[O:18])=[O:17])=[N:11][CH:12]=[CH:13][N:14]=2)=[CH:5][CH:4]=1.[F:29][C:30]1[CH:31]=[C:32]2[C:36](=[CH:37][CH:38]=1)[NH:35][CH:34]=[CH:33]2. No catalyst specified. The product is [F:29][C:30]1[CH:31]=[C:32]2[C:36](=[CH:37][CH:38]=1)[N:35]([CH2:2][C:3]1[CH:8]=[CH:7][C:6]([C:9]3[C:10]([NH:15][S:16]([C:19]4[CH:24]=[CH:23][CH:22]=[CH:21][C:20]=4[C:25]([F:28])([F:27])[F:26])(=[O:18])=[O:17])=[N:11][CH:12]=[CH:13][N:14]=3)=[CH:5][CH:4]=1)[CH:34]=[CH:33]2. The yield is 0.690. (5) The reactants are [Cl:1][C:2]1[N:7]=[C:6](Cl)[CH:5]=[CH:4][N:3]=1.[C:9]([O:12][CH2:13][CH:14]=[CH:15]B1OC(C)(C)C(C)(C)O1)(=O)C.[O-]P([O-])([O-])=O.[K+].[K+].[K+].C1(P(C2CCCCC2)C2C=CC=CC=2C2C(OC)=CC=CC=2OC)CCCCC1. The catalyst is CC1CCCO1.O.C([O-])(O)=O.[Na+].C([O-])(=O)C.[Pd+2].C([O-])(=O)C. The product is [Cl:1][C:2]1[N:7]=[C:6](/[CH:15]=[CH:14]/[CH2:13][O:12][CH3:9])[CH:5]=[CH:4][N:3]=1. The yield is 0.960. (6) The reactants are [H-].[Na+].[Br:3][C:4]1[CH:5]=[C:6]2[C:10](=[CH:11][CH:12]=1)[NH:9][N:8]=[C:7]2[CH:13]=[O:14].[CH3:15][Si:16]([CH2:19][CH2:20][O:21][CH2:22]Cl)([CH3:18])[CH3:17]. The catalyst is CN(C=O)C. The product is [Br:3][C:4]1[CH:5]=[C:6]2[C:10](=[CH:11][CH:12]=1)[N:9]([CH2:22][O:21][CH2:20][CH2:19][Si:16]([CH3:18])([CH3:17])[CH3:15])[N:8]=[C:7]2[CH:13]=[O:14]. The yield is 1.00. (7) The reactants are [Si:1]([O:8][C@H:9]1[CH2:13][N:12]([C:14]([O:16][C:17]([CH3:20])([CH3:19])[CH3:18])=[O:15])[C:11](=[O:21])[CH2:10]1)([C:4]([CH3:7])([CH3:6])[CH3:5])([CH3:3])[CH3:2].[F:22][C:23]1[CH:24]=[CH:25][C:26]([O:31][CH3:32])=[C:27]([Mg]Br)[CH:28]=1.[BH4-].[Na+].[NH4+].[Cl-]. The catalyst is C1COCC1.CO. The product is [Si:1]([O:8][C@H:9]([CH2:10][CH:11]([C:25]1[CH:24]=[C:23]([F:22])[CH:28]=[CH:27][C:26]=1[O:31][CH3:32])[OH:21])[CH2:13][NH:12][C:14](=[O:15])[O:16][C:17]([CH3:20])([CH3:19])[CH3:18])([C:4]([CH3:7])([CH3:6])[CH3:5])([CH3:3])[CH3:2]. The yield is 0.570.